From a dataset of Reaction yield outcomes from USPTO patents with 853,638 reactions. Predict the reaction yield, written as a fraction of the theoretical maximum amount of product (1.0 means a 100% yield; for example, 0.34 means a 34% yield). (1) The reactants are [Br:1][C:2]1[C:3](Cl)=[N:4][C:5]([Cl:8])=[N:6][CH:7]=1.[C:10]1([C@H:16]([NH2:18])[CH3:17])[CH:15]=[CH:14][CH:13]=[CH:12][CH:11]=1.C(N(CC)C(C)C)(C)C. The catalyst is C(O)C. The product is [Br:1][C:2]1[C:3]([NH:18][C@@H:16]([C:10]2[CH:15]=[CH:14][CH:13]=[CH:12][CH:11]=2)[CH3:17])=[N:4][C:5]([Cl:8])=[N:6][CH:7]=1. The yield is 0.740. (2) The reactants are [NH2:1][C:2]1[NH:6][N:5]=[C:4](C(O)=O)[N:3]=1.[CH3:10][C:11]([CH2:13][C:14]([C:16]([O:18][CH3:19])=[O:17])=O)=O. The catalyst is CC(O)=O. The product is [CH3:19][O:18][C:16]([C:14]1[N:6]2[N:5]=[CH:4][N:3]=[C:2]2[N:1]=[C:11]([CH3:10])[CH:13]=1)=[O:17]. The yield is 0.490. (3) The reactants are [F:1][C:2]1[CH:7]=[CH:6][C:5]([C@@H:8]2[CH2:13][C@H:12]([OH:14])[CH2:11][CH2:10][N:9]2[C:15]([O:17][C:18]([CH3:21])([CH3:20])[CH3:19])=[O:16])=[CH:4][CH:3]=1.[CH3:22][S:23](Cl)(=[O:25])=[O:24].C(N(C(C)C)CC)(C)C. The catalyst is O1CCCC1.CN(C)C1C=CN=CC=1.C(OCC)(=O)C. The product is [F:1][C:2]1[CH:3]=[CH:4][C:5]([C@@H:8]2[CH2:13][C@H:12]([O:14][S:23]([CH3:22])(=[O:25])=[O:24])[CH2:11][CH2:10][N:9]2[C:15]([O:17][C:18]([CH3:21])([CH3:20])[CH3:19])=[O:16])=[CH:6][CH:7]=1. The yield is 0.880. (4) The reactants are [CH3:1][O:2][C:3]([C:5]1([C:8]2[CH:13]=[CH:12][C:11]([OH:14])=[C:10]([C:15](=O)[CH3:16])[CH:9]=2)[CH2:7][CH2:6]1)=[O:4].Cl.[NH2:19][OH:20].C([O-])(=O)C.[Na+]. The catalyst is CCO. The product is [CH3:1][O:2][C:3]([C:5]1([C:8]2[CH:13]=[CH:12][C:11]([OH:14])=[C:10]([C:15](=[N:19][OH:20])[CH3:16])[CH:9]=2)[CH2:7][CH2:6]1)=[O:4]. The yield is 0.980. (5) The reactants are Cl[CH2:2][CH2:3][O:4][C:5]1[C:13]2[C:8](=[N:9][CH:10]=[N:11][C:12]=2[NH:14][C:15]2[CH:20]=[CH:19][C:18]([O:21][CH2:22][C:23]3[CH:28]=[CH:27][CH:26]=[CH:25][N:24]=3)=[C:17]([Cl:29])[CH:16]=2)[NH:7][N:6]=1.[F:30][CH:31]1[CH2:36][CH2:35][NH:34][CH2:33][CH2:32]1. No catalyst specified. The product is [Cl:29][C:17]1[CH:16]=[C:15]([NH:14][C:12]2[N:11]=[CH:10][N:9]=[C:8]3[NH:7][N:6]=[C:5]([O:4][CH2:3][CH2:2][N:34]4[CH2:35][CH2:36][CH:31]([F:30])[CH2:32][CH2:33]4)[C:13]=23)[CH:20]=[CH:19][C:18]=1[O:21][CH2:22][C:23]1[CH:28]=[CH:27][CH:26]=[CH:25][N:24]=1. The yield is 0.380. (6) The reactants are [F:1][C:2]([F:18])([F:17])[C:3]1[C:12]2[C:7](=[CH:8][CH:9]=[C:10]([N+:13]([O-])=O)[CH:11]=2)[NH:6][C:5](=[O:16])[CH:4]=1.[F-].[Cs+].I[CH:22]([CH3:24])[CH3:23]. The catalyst is CN(C=O)C. The product is [NH2:13][C:10]1[CH:11]=[C:12]2[C:7](=[CH:8][CH:9]=1)[N:6]=[C:5]([O:16][CH:22]([CH3:24])[CH3:23])[CH:4]=[C:3]2[C:2]([F:18])([F:17])[F:1]. The yield is 0.900. (7) The reactants are [C:1]([C:3]1[CH:20]=[CH:19][C:6]([CH2:7][NH:8][S:9]([C:12]2[CH:17]=[CH:16][C:15]([F:18])=[CH:14][CH:13]=2)(=[O:11])=[O:10])=[CH:5][CH:4]=1)#[N:2].N[CH2:22][CH2:23][SH:24].[Cl-].[Na+]. The catalyst is C(O)C. The product is [S:24]1[CH2:23][CH2:22][N:2]=[C:1]1[C:3]1[CH:4]=[CH:5][C:6]([CH2:7][NH:8][S:9]([C:12]2[CH:17]=[CH:16][C:15]([F:18])=[CH:14][CH:13]=2)(=[O:11])=[O:10])=[CH:19][CH:20]=1. The yield is 0.890.